From a dataset of Peptide-MHC class II binding affinity with 134,281 pairs from IEDB. Regression. Given a peptide amino acid sequence and an MHC pseudo amino acid sequence, predict their binding affinity value. This is MHC class II binding data. The peptide sequence is SPLTASKLTYENVKM. The MHC is HLA-DPA10103-DPB10301 with pseudo-sequence HLA-DPA10103-DPB10301. The binding affinity (normalized) is 0.0956.